Dataset: Full USPTO retrosynthesis dataset with 1.9M reactions from patents (1976-2016). Task: Predict the reactants needed to synthesize the given product. (1) Given the product [C:3]1([CH2:2][N:20]2[C:28]3[C:23](=[CH:24][CH:25]=[C:26]([CH2:29][C:30]([OH:32])=[O:31])[CH:27]=3)[CH:22]=[CH:21]2)[C:12]2[C:7](=[CH:8][CH:9]=[CH:10][CH:11]=2)[CH:6]=[CH:5][CH:4]=1.[CH2:13]([N:20]1[C:28]2[C:23](=[CH:24][CH:25]=[C:26]([CH2:29][C:30]([OH:32])=[O:31])[CH:27]=2)[CH:22]=[CH:21]1)[C:14]1[CH:15]=[CH:16][CH:17]=[CH:18][CH:19]=1, predict the reactants needed to synthesize it. The reactants are: Cl[CH2:2][C:3]1[C:12]2[C:7](=[CH:8][CH:9]=[CH:10][CH:11]=2)[CH:6]=[CH:5][CH:4]=1.[CH2:13]([N:20]1[C:28]2[C:23](=[CH:24][CH:25]=[C:26]([CH2:29][C:30]([OH:32])=[O:31])[CH:27]=2)[CH:22]=[CH:21]1)[C:14]1[CH:19]=[CH:18][CH:17]=[CH:16][CH:15]=1. (2) Given the product [OH:13][C:12]1[C:5]([C:1]([CH3:4])([CH3:3])[CH3:2])=[CH:6][C:7]([CH:8]=[N+:22]([C:18]([CH3:21])([CH3:20])[CH3:19])[O-:23])=[CH:10][C:11]=1[C:14]([CH3:17])([CH3:16])[CH3:15], predict the reactants needed to synthesize it. The reactants are: [C:1]([C:5]1[CH:6]=[C:7]([CH:10]=[C:11]([C:14]([CH3:17])([CH3:16])[CH3:15])[C:12]=1[OH:13])[CH:8]=O)([CH3:4])([CH3:3])[CH3:2].[C:18]([NH:22][OH:23])([CH3:21])([CH3:20])[CH3:19]. (3) Given the product [ClH:1].[ClH:15].[OH:13][C:5]1[C:6]([CH3:12])=[C:7]([CH2:10][NH:31][C:29]([SH:30])=[NH:28])[C:8]([CH3:9])=[C:3]([CH2:2][NH:28][C:29]([SH:30])=[NH:31])[C:4]=1[CH3:14], predict the reactants needed to synthesize it. The reactants are: [Cl:1][CH2:2][C:3]1[C:4]([CH3:14])=[C:5]([OH:13])[C:6]([CH3:12])=[C:7]([CH2:10]Cl)[C:8]=1[CH3:9].[Cl:15]CC1C(C)=C(CCl)C(C)=CC=1C.[NH2:28][C:29]([NH2:31])=[S:30]. (4) Given the product [Cl:1][C:2]1[CH:3]=[C:4]([C:14]2[N:15]=[C:16]([CH:27]3[CH2:29][CH2:28]3)[O:17][C:18]=2[C:19]2[CH:24]=[CH:23][N:22]=[C:21]([S:25]([CH3:26])=[O:38])[N:20]=2)[C:5]([F:13])=[C:6]([NH:8][S:9]([CH3:12])(=[O:11])=[O:10])[CH:7]=1, predict the reactants needed to synthesize it. The reactants are: [Cl:1][C:2]1[CH:3]=[C:4]([C:14]2[N:15]=[C:16]([CH:27]3[CH2:29][CH2:28]3)[O:17][C:18]=2[C:19]2[CH:24]=[CH:23][N:22]=[C:21]([S:25][CH3:26])[N:20]=2)[C:5]([F:13])=[C:6]([NH:8][S:9]([CH3:12])(=[O:11])=[O:10])[CH:7]=1.C1C=C(Cl)C=C(C(OO)=[O:38])C=1. (5) Given the product [CH2:2]([O:9][C:10]([C@H:11]1[CH2:15][CH2:14][CH2:13][N:12]1[C:20](=[O:22])[C@H:19]([O:18][CH3:17])[CH2:23][CH2:24][C@H:25]([O:29][CH3:30])[C:26]([N:12]1[CH2:11][CH2:15][CH2:14][C@@H:36]1[C:34]([O:33][CH2:32][C:31]1[CH:38]=[CH:39][CH:40]=[CH:41][CH:42]=1)=[O:35])=[O:28])=[O:16])[C:3]1[CH:4]=[CH:5][CH:6]=[CH:7][CH:8]=1, predict the reactants needed to synthesize it. The reactants are: Cl.[CH2:2]([O:9][C:10](=[O:16])[C@H:11]1[CH2:15][CH2:14][CH2:13][NH:12]1)[C:3]1[CH:8]=[CH:7][CH:6]=[CH:5][CH:4]=1.[CH3:17][O:18][C@H:19]([CH2:23][CH2:24][C@H:25]([O:29][CH3:30])[C:26]([OH:28])=O)[C:20]([OH:22])=O.[CH3:31][CH2:32][O:33][C:34]([CH3:36])=[O:35].C[CH2:38][CH2:39][CH2:40][CH2:41][CH3:42]. (6) Given the product [C:35]([OH:42])(=[O:41])/[CH:36]=[CH:37]/[C:38]([OH:40])=[O:39].[C:35]([OH:42])(=[O:41])/[CH:36]=[CH:37]/[C:38]([OH:40])=[O:39].[CH3:1][N:2]([CH2:4][C:5]1[C:13]2[O:12][N:11]=[C:10]([CH2:14][CH2:15][CH:16]3[CH2:17][CH2:18][N:19]([CH2:22][C:23]4[CH:28]=[CH:27][CH:26]=[C:25]([CH3:29])[N:24]=4)[CH2:20][CH2:21]3)[C:9]=2[CH:8]=[CH:7][C:6]=1[O:30][CH2:31][CH:32]1[CH2:33][CH2:34]1)[CH3:3], predict the reactants needed to synthesize it. The reactants are: [CH3:1][N:2]([CH2:4][C:5]1[C:13]2[O:12][N:11]=[C:10]([CH2:14][CH2:15][CH:16]3[CH2:21][CH2:20][N:19]([CH2:22][C:23]4[CH:28]=[CH:27][CH:26]=[C:25]([CH3:29])[N:24]=4)[CH2:18][CH2:17]3)[C:9]=2[CH:8]=[CH:7][C:6]=1[O:30][CH2:31][CH:32]1[CH2:34][CH2:33]1)[CH3:3].[C:35]([OH:42])(=[O:41])/[CH:36]=[CH:37]/[C:38]([OH:40])=[O:39]. (7) Given the product [CH3:45][C:37]1([N:31]2[C:30](=[O:46])[C:29]3[C:33](=[CH:34][CH:35]=[C:27]([CH2:26][NH:25][C:7](=[O:9])[C:6]4[CH:5]=[CH:4][C:3]([S:2][CH3:1])=[CH:11][CH:10]=4)[CH:28]=3)[C:32]2=[O:36])[CH2:42][CH2:41][C:40](=[O:43])[NH:39][C:38]1=[O:44], predict the reactants needed to synthesize it. The reactants are: [CH3:1][S:2][C:3]1[CH:11]=[CH:10][C:6]([C:7]([OH:9])=O)=[CH:5][CH:4]=1.C1N=CN(C(N2C=NC=C2)=O)C=1.Cl.[NH2:25][CH2:26][C:27]1[CH:28]=[C:29]2[C:33](=[CH:34][CH:35]=1)[C:32](=[O:36])[N:31]([C:37]1([CH3:45])[CH2:42][CH2:41][C:40](=[O:43])[NH:39][C:38]1=[O:44])[C:30]2=[O:46].CCOC(C)=O. (8) Given the product [CH2:35]([C:34]1[N:38]=[C:19]([C:16]2[N:17]=[N:18][C:13]([N:10]3[CH2:9][CH2:8][N:7]([C:5]([C:4]4[CH:22]=[CH:23][CH:24]=[CH:25][C:3]=4[C:2]([F:27])([F:26])[F:1])=[O:6])[CH2:12][CH2:11]3)=[CH:14][CH:15]=2)[O:20][N:33]=1)[CH2:36][CH3:37], predict the reactants needed to synthesize it. The reactants are: [F:1][C:2]([F:27])([F:26])[C:3]1[CH:25]=[CH:24][CH:23]=[CH:22][C:4]=1[C:5]([N:7]1[CH2:12][CH2:11][N:10]([C:13]2[N:18]=[N:17][C:16]([C:19](O)=[O:20])=[CH:15][CH:14]=2)[CH2:9][CH2:8]1)=[O:6].S(Cl)(Cl)=O.O[NH:33][C:34](=[NH:38])[CH2:35][CH2:36][CH3:37].C(N(CC)CC)C.